This data is from Forward reaction prediction with 1.9M reactions from USPTO patents (1976-2016). The task is: Predict the product of the given reaction. (1) Given the reactants [NH2:1][C:2]1[CH:7]=[CH:6][C:5]([NH:8][C:9]2[CH:18]=[CH:17][C:16]([CH:19]3[CH2:21][CH2:20]3)=[CH:15][C:10]=2[C:11]([O:13][CH3:14])=[O:12])=[CH:4][C:3]=1[CH2:22][C:23]([O:25][C:26]([CH3:29])([CH3:28])[CH3:27])=[O:24].C(=O)([O-])[O-].[K+].[K+].Br[CH2:37][CH:38]1[CH2:40][CH2:39]1, predict the reaction product. The product is: [C:26]([O:25][C:23](=[O:24])[CH2:22][C:3]1[CH:4]=[C:5]([NH:8][C:9]2[CH:18]=[CH:17][C:16]([CH:19]3[CH2:21][CH2:20]3)=[CH:15][C:10]=2[C:11]([O:13][CH3:14])=[O:12])[CH:6]=[CH:7][C:2]=1[NH:1][CH2:37][CH:38]1[CH2:40][CH2:39]1)([CH3:29])([CH3:28])[CH3:27]. (2) Given the reactants [Cl:1][C:2]1[CH:7]=[CH:6][C:5]([OH:8])=[CH:4][C:3]=1[C:9]([F:12])([F:11])[F:10].[F:13][C:14]1[CH:15]=[C:16]([CH:19]=[C:20]([F:23])[C:21]=1F)[CH:17]=[O:18].C([O-])([O-])=O.[K+].[K+], predict the reaction product. The product is: [Cl:1][C:2]1[CH:7]=[CH:6][C:5]([O:8][C:21]2[C:14]([F:13])=[CH:15][C:16]([CH:17]=[O:18])=[CH:19][C:20]=2[F:23])=[CH:4][C:3]=1[C:9]([F:10])([F:11])[F:12]. (3) Given the reactants [CH:1]1(/[CH:6]=[C:7](\I)/[C:8]([O:10][CH3:11])=[O:9])[CH2:5][CH2:4][CH2:3][CH2:2]1.C1C=CC(P(C2C=CC=CC=2)C2C=CC=CC=2)=CC=1.Br[C:33]1[CH:34]=[CH:35][C:36]([S:39][CH3:40])=[N:37][CH:38]=1, predict the reaction product. The product is: [CH:1]1([CH:6]=[C:7]([C:33]2[CH:38]=[N:37][C:36]([S:39][CH3:40])=[CH:35][CH:34]=2)[C:8]([O:10][CH3:11])=[O:9])[CH2:5][CH2:4][CH2:3][CH2:2]1. (4) Given the reactants [C:1]1(C2C=CC=CC=2)[CH:6]=[CH:5][CH:4]=[C:3]([C:7]2[N:12]=[CH:11][N:10]=[C:9]([NH:13][C:14]3[CH:19]=[CH:18][C:17]([N:20](CCCl)[CH2:21][CH3:22])=[CH:16][CH:15]=3)[CH:8]=2)[CH:2]=1.[CH:32]1(N)[CH2:37][CH2:36][CH2:35][CH2:34][CH2:33]1, predict the reaction product. The product is: [C:1]1([C:1]2[CH:6]=[CH:5][CH:4]=[CH:3][CH:2]=2)[CH:6]=[CH:5][CH:4]=[C:3]([C:7]2[N:12]=[CH:11][N:10]=[C:9]([N:13]([CH2:8][CH2:9][NH:10][CH2:11][CH:32]3[CH2:37][CH2:36][CH2:35][CH2:34][CH2:33]3)[C:14]3[CH:15]=[CH:16][C:17]([NH:20][CH2:21][CH3:22])=[CH:18][CH:19]=3)[CH:8]=2)[CH:2]=1. (5) Given the reactants [CH3:1][O:2][C:3](=[O:24])[CH:4]=[CH:5][C:6]1[CH:11]=[CH:10][C:9]([C:12]2[C:18]3[CH:19]=[CH:20][CH:21]=[CH:22][C:17]=3[CH2:16][CH2:15][CH2:14][C:13]=2Br)=[CH:8][CH:7]=1.[C:25]1(B(O)O)[CH:30]=[CH:29][CH:28]=[CH:27][CH:26]=1.C(=O)([O-])[O-].[Na+].[Na+], predict the reaction product. The product is: [CH3:1][O:2][C:3](=[O:24])[CH:4]=[CH:5][C:6]1[CH:11]=[CH:10][C:9]([C:12]2[C:18]3[CH:19]=[CH:20][CH:21]=[CH:22][C:17]=3[CH2:16][CH2:15][CH2:14][C:13]=2[C:25]2[CH:30]=[CH:29][CH:28]=[CH:27][CH:26]=2)=[CH:8][CH:7]=1. (6) Given the reactants [CH3:1][O:2][C:3]1[CH:4]=[C:5]([C:9]2([C:15]#[N:16])[CH2:14][CH2:13][NH:12][CH2:11][CH2:10]2)[CH:6]=[CH:7][CH:8]=1.C(=O)([O-])[O-].[K+].[K+].[CH2:23](Br)[C:24]1[CH:29]=[CH:28][CH:27]=[CH:26][CH:25]=1.O, predict the reaction product. The product is: [CH2:23]([N:12]1[CH2:13][CH2:14][C:9]([C:5]2[CH:6]=[CH:7][CH:8]=[C:3]([O:2][CH3:1])[CH:4]=2)([C:15]#[N:16])[CH2:10][CH2:11]1)[C:24]1[CH:29]=[CH:28][CH:27]=[CH:26][CH:25]=1. (7) Given the reactants CC(C)([O-])C.[K+].O[CH:8](S([O-])(=O)=O)[CH2:9][CH2:10][C:11]1[CH:16]=[CH:15][C:14]([C:17]2[CH:22]=[CH:21][CH:20]=[CH:19][CH:18]=2)=[C:13]([CH3:23])[CH:12]=1.[Na+].[C:29]([O:33][C:34](=[O:48])[CH2:35][CH:36](P(OCC)(OCC)=O)[C:37]([OH:39])=[O:38])([CH3:32])([CH3:31])[CH3:30].C(O)(=O)CC(CC(O)=O)(C(O)=O)O.[OH-].[Na+].[CH:64]1([NH2:70])[CH2:69][CH2:68][CH2:67][CH2:66][CH2:65]1, predict the reaction product. The product is: [CH:64]1([NH2:70])[CH2:69][CH2:68][CH2:67][CH2:66][CH2:65]1.[C:29]([O:33][C:34](=[O:48])[CH2:35]/[C:36](=[CH:8]\[CH2:9][CH2:10][C:11]1[CH:16]=[CH:15][C:14]([C:17]2[CH:22]=[CH:21][CH:20]=[CH:19][CH:18]=2)=[C:13]([CH3:23])[CH:12]=1)/[C:37]([OH:39])=[O:38])([CH3:32])([CH3:30])[CH3:31]. (8) Given the reactants C(O[C:4]([C:6]1([CH2:12][CH2:13]OC)[CH2:11][CH2:10][NH:9][CH2:8][CH2:7]1)=[O:5])C.[CH3:16][CH:17]([CH3:23])[CH2:18][S:19](Cl)(=[O:21])=[O:20].[CH3:24][O:25][CH2:26][CH2:27][CH2:28][O:29][C:30]1[CH:35]=[CH:34][C:33]([NH2:36])=[CH:32][CH:31]=1, predict the reaction product. The product is: [CH3:24][O:25][CH2:26][CH2:27][CH2:28][O:29][C:30]1[CH:31]=[CH:32][C:33]([N:36]2[CH2:13][CH2:12][C:6]3([CH2:7][CH2:8][N:9]([S:19]([CH2:18][CH:17]([CH3:23])[CH3:16])(=[O:21])=[O:20])[CH2:10][CH2:11]3)[C:4]2=[O:5])=[CH:34][CH:35]=1. (9) The product is: [ClH:1].[CH3:24][NH:23][C:21](=[O:22])[C@:16]([CH3:25])([C:17](=[O:20])[O:18][CH3:19])[NH:15][CH3:13]. Given the reactants [ClH:1].O1CCOCC1.C(O[C:13]([N:15](C)[C@:16]([CH3:25])([C:21]([NH:23][CH3:24])=[O:22])[C:17](=[O:20])[O:18][CH3:19])=O)(C)(C)C, predict the reaction product. (10) Given the reactants [CH3:1][O:2][C:3](=[O:21])[C@@H:4]([NH:13][C:14]([O:16][C:17]([CH3:20])([CH3:19])[CH3:18])=[O:15])[CH2:5][C:6]1[CH:11]=[CH:10][C:9]([OH:12])=[CH:8][CH:7]=1.[C:22]([C:26]1[CH:33]=[CH:32][C:29]([CH2:30]Br)=[CH:28][CH:27]=1)([CH3:25])([CH3:24])[CH3:23].C([O-])([O-])=O.[K+].[K+], predict the reaction product. The product is: [CH3:1][O:2][C:3](=[O:21])[C@@H:4]([NH:13][C:14]([O:16][C:17]([CH3:18])([CH3:20])[CH3:19])=[O:15])[CH2:5][C:6]1[CH:11]=[CH:10][C:9]([O:12][CH2:30][C:29]2[CH:32]=[CH:33][C:26]([C:22]([CH3:25])([CH3:24])[CH3:23])=[CH:27][CH:28]=2)=[CH:8][CH:7]=1.